From a dataset of Full USPTO retrosynthesis dataset with 1.9M reactions from patents (1976-2016). Predict the reactants needed to synthesize the given product. (1) Given the product [NH2:29][C:28]1[CH:30]=[CH:31][C:25]([C:2]2[N:7]=[C:6]([NH:8][C@H:9]([C:11]3[CH:16]=[CH:15][CH:14]=[CH:13][CH:12]=3)[CH3:10])[CH:5]=[N:4][CH:3]=2)=[CH:26][CH:27]=1, predict the reactants needed to synthesize it. The reactants are: Cl[C:2]1[N:7]=[C:6]([NH:8][C@H:9]([C:11]2[CH:16]=[CH:15][CH:14]=[CH:13][CH:12]=2)[CH3:10])[CH:5]=[N:4][CH:3]=1.CC1(C)C(C)(C)OB([C:25]2[CH:31]=[CH:30][C:28]([NH2:29])=[CH:27][CH:26]=2)O1.C([O-])([O-])=O.[Na+].[Na+]. (2) Given the product [Br:1][C:2]1[C:10]2[N:9]=[C:8]([CH:11]([CH3:13])[CH3:12])[N:7]([CH2:14][C:15]3[CH:20]=[CH:19][CH:18]=[C:17]([C:21]([F:23])([F:22])[F:24])[C:16]=3[CH3:25])[C:6]=2[CH:5]=[C:4]([NH2:26])[CH:3]=1, predict the reactants needed to synthesize it. The reactants are: [Br:1][C:2]1[C:10]2[N:9]=[C:8]([CH:11]([CH3:13])[CH3:12])[N:7]([CH2:14][C:15]3[CH:20]=[CH:19][CH:18]=[C:17]([C:21]([F:24])([F:23])[F:22])[C:16]=3[CH3:25])[C:6]=2[CH:5]=[C:4]([N+:26]([O-])=O)[CH:3]=1.O.O.[Sn](Cl)Cl.Cl.C(=O)([O-])[O-].[Na+].[Na+]. (3) The reactants are: [CH2:1]([N:8]1[CH:16]=[C:15]2[C:10]([CH:11]=[C:12]([C:17]3[CH:18]=[C:19]([C:27]4[CH:32]=[CH:31][C:30]([CH2:33]Br)=[CH:29][CH:28]=4)[N:20]4[C:25]=3[C:24]([NH2:26])=[N:23][CH:22]=[N:21]4)[CH:13]=[CH:14]2)=[N:9]1)[C:2]1[CH:7]=[CH:6][CH:5]=[CH:4][CH:3]=1.[F:35][C:36]1([F:41])[CH2:40][CH2:39][NH:38][CH2:37]1. Given the product [CH2:1]([N:8]1[CH:16]=[C:15]2[C:10]([CH:11]=[C:12]([C:17]3[CH:18]=[C:19]([C:27]4[CH:32]=[CH:31][C:30]([CH2:33][N:38]5[CH2:39][CH2:40][C:36]([F:41])([F:35])[CH2:37]5)=[CH:29][CH:28]=4)[N:20]4[C:25]=3[C:24]([NH2:26])=[N:23][CH:22]=[N:21]4)[CH:13]=[CH:14]2)=[N:9]1)[C:2]1[CH:7]=[CH:6][CH:5]=[CH:4][CH:3]=1, predict the reactants needed to synthesize it. (4) Given the product [CH2:24]([O:23][CH2:22][C:21]1[N:9]([CH2:8][C:2]2[CH:7]=[CH:6][CH:5]=[CH:4][CH:3]=2)[C:10]2[C:19]3[N:18]=[CH:17][CH:16]=[CH:15][C:14]=3[N:13]=[CH:12][C:11]=2[N:20]=1)[CH3:25], predict the reactants needed to synthesize it. The reactants are: Cl.[C:2]1([CH2:8][NH:9][C:10]2[C:19]3[C:14](=[CH:15][CH:16]=[CH:17][N:18]=3)[N:13]=[CH:12][C:11]=2[NH:20][C:21](=O)[CH2:22][O:23][CH2:24][CH3:25])[CH:7]=[CH:6][CH:5]=[CH:4][CH:3]=1.N. (5) The reactants are: CC1[N:3]([C:8]2[N:13]=[C:12]([CH2:14][N:15]([S:33]([CH3:36])(=[O:35])=[O:34])[CH2:16][C@@H:17]([C:29]([O:31]C)=[O:30])[NH:18][C:19]([O:21][CH2:22][C:23]3[CH:28]=[CH:27][CH:26]=[CH:25][CH:24]=3)=[O:20])[CH:11]=[C:10]([CH3:37])[CH:9]=2)C(C)=CC=1.Cl.NO.[OH-].[K+].[Cl-].[NH4+]. Given the product [NH2:3][C:8]1[N:13]=[C:12]([CH2:14][N:15]([S:33]([CH3:36])(=[O:34])=[O:35])[CH2:16][C@@H:17]([C:29]([OH:31])=[O:30])[NH:18][C:19]([O:21][CH2:22][C:23]2[CH:28]=[CH:27][CH:26]=[CH:25][CH:24]=2)=[O:20])[CH:11]=[C:10]([CH3:37])[CH:9]=1, predict the reactants needed to synthesize it. (6) Given the product [Cl:32][C:33]1[CH:34]=[C:35]([S:39]([NH:8][C:7]2[CH:6]=[CH:5][C:4]([F:9])=[C:3]([NH:10][C:11]3[C:16]([C:17]4[N:25]=[CH:24][N:23]=[C:22]5[C:18]=4[N:19]=[CH:20][N:21]5[CH:26]4[CH2:31][CH2:30][CH2:29][CH2:28][O:27]4)=[CH:15][CH:14]=[CH:13][N:12]=3)[C:2]=2[F:1])(=[O:41])=[O:40])[CH:36]=[CH:37][CH:38]=1, predict the reactants needed to synthesize it. The reactants are: [F:1][C:2]1[C:7]([NH2:8])=[CH:6][CH:5]=[C:4]([F:9])[C:3]=1[NH:10][C:11]1[C:16]([C:17]2[N:25]=[CH:24][N:23]=[C:22]3[C:18]=2[N:19]=[CH:20][N:21]3[CH:26]2[CH2:31][CH2:30][CH2:29][CH2:28][O:27]2)=[CH:15][CH:14]=[CH:13][N:12]=1.[Cl:32][C:33]1[CH:34]=[C:35]([S:39](Cl)(=[O:41])=[O:40])[CH:36]=[CH:37][CH:38]=1.N1C=CC=CC=1. (7) Given the product [C@@H:1]12[CH2:7][C@@H:4]([CH:5]=[CH:6]1)[CH2:3][CH:2]2[C:8]1([CH3:24])[N:12]([CH3:25])[C:11](=[O:13])[N:10]([CH2:14][C:15](=[O:22])[C:16]2[CH:17]=[CH:18][CH:19]=[CH:20][CH:21]=2)[C:9]1=[O:23], predict the reactants needed to synthesize it. The reactants are: [CH:1]12[CH2:7][CH:4]([CH:5]=[CH:6]1)[CH2:3][CH:2]2[C:8]1([CH3:24])[NH:12][C:11](=[O:13])[N:10]([CH2:14][C:15](=[O:22])[C:16]2[CH:21]=[CH:20][CH:19]=[CH:18][CH:17]=2)[C:9]1=[O:23].[CH3:25]I. (8) Given the product [O:7]1[CH2:12][CH:11]=[C:10]([C:23]2[CH:28]=[CH:27][N:26]=[C:25]([F:29])[CH:24]=2)[CH2:9][CH2:8]1, predict the reactants needed to synthesize it. The reactants are: C(=O)([O-])[O-].[Na+].[Na+].[O:7]1[CH2:12][CH:11]=[C:10](B2OC(C)(C)C(C)(C)O2)[CH2:9][CH2:8]1.Br[C:23]1[CH:28]=[CH:27][N:26]=[C:25]([F:29])[CH:24]=1.[Cl-].[NH4+]. (9) Given the product [NH2:26][CH:7]([C:6]1[CH:9]=[C:2]([F:1])[CH:3]=[CH:4][C:5]=1[N+:10]([O-:12])=[O:11])[CH2:17][C:16]([OH:22])=[O:21], predict the reactants needed to synthesize it. The reactants are: [F:1][C:2]1[CH:3]=[CH:4][C:5]([N+:10]([O-:12])=[O:11])=[C:6]([CH:9]=1)[CH:7]=O.C(O)=O.[C:16]([OH:22])(=[O:21])[CH2:17]C(O)=O.C([O-])=O.[NH4+:26].Cl. (10) Given the product [Cl:9][C:10]1[S:11][C:12]([CH2:15][C:16]([O:25][CH2:23][CH3:24])=[O:7])=[CH:13][CH:14]=1, predict the reactants needed to synthesize it. The reactants are: CS(CSC)=O.[OH-:7].[K+].[Cl:9][C:10]1[S:11][C:12]([CH:15]=[C:16](S(C)=O)SC)=[CH:13][CH:14]=1.Cl.[CH2:23]([OH:25])[CH3:24].